Dataset: Peptide-MHC class I binding affinity with 185,985 pairs from IEDB/IMGT. Task: Regression. Given a peptide amino acid sequence and an MHC pseudo amino acid sequence, predict their binding affinity value. This is MHC class I binding data. (1) The peptide sequence is KLNENIIRF. The MHC is HLA-B15:01 with pseudo-sequence HLA-B15:01. The binding affinity (normalized) is 0.536. (2) The peptide sequence is SASIFGLAL. The MHC is H-2-Db with pseudo-sequence H-2-Db. The binding affinity (normalized) is 0.106.